From a dataset of Forward reaction prediction with 1.9M reactions from USPTO patents (1976-2016). Predict the product of the given reaction. (1) Given the reactants [CH3:1][C@@:2]1([CH2:8][CH2:9][C:10]2[N:11]([CH2:15][CH3:16])[CH:12]=[CH:13][CH:14]=2)[CH2:6][O:5]C(=O)[NH:3]1.[OH-].[K+].O.C([C@H]([C@@H](C([O-])=O)O)O)([O-])=O, predict the reaction product. The product is: [NH2:3][C@:2]([CH3:1])([CH2:8][CH2:9][C:10]1[N:11]([CH2:15][CH3:16])[CH:12]=[CH:13][CH:14]=1)[CH2:6][OH:5]. (2) Given the reactants [N:1]1([C:7]([C:9]2[CH:14]=[CH:13][C:12]([N:15]3[CH:19]=[C:18]([C:20]4[C:28]5[C:23](=[CH:24][CH:25]=[C:26]([CH2:29][N:30]6[C:35](=[O:36])[CH:34]=[CH:33][CH:32]=[N:31]6)[CH:27]=5)[N:22](C(OC(C)(C)C)=O)[N:21]=4)[N:17]=[N:16]3)=[CH:11][CH:10]=2)=[O:8])[CH2:6][CH2:5][O:4][CH2:3][CH2:2]1.Cl, predict the reaction product. The product is: [N:1]1([C:7]([C:9]2[CH:14]=[CH:13][C:12]([N:15]3[CH:19]=[C:18]([C:20]4[C:28]5[C:23](=[CH:24][CH:25]=[C:26]([CH2:29][N:30]6[C:35](=[O:36])[CH:34]=[CH:33][CH:32]=[N:31]6)[CH:27]=5)[NH:22][N:21]=4)[N:17]=[N:16]3)=[CH:11][CH:10]=2)=[O:8])[CH2:2][CH2:3][O:4][CH2:5][CH2:6]1. (3) Given the reactants C([O:3][C:4]([C:6]1[C:11]([NH:12][C:13](=[O:19])[O:14][C:15]([CH3:18])([CH3:17])[CH3:16])=[CH:10][C:9]([F:20])=[C:8]([O:21][CH3:22])[N:7]=1)=[CH2:5])C.C(#N)C.C(=O)(O)[O-].[Na+].[F:31][B-](F)(F)F.F[B-](F)(F)F.ClC[N+]12CC[N+](F)(CC1)CC2, predict the reaction product. The product is: [F:20][C:9]1[CH:10]=[C:11]([NH:12][C:13](=[O:19])[O:14][C:15]([CH3:18])([CH3:17])[CH3:16])[C:6]([C:4](=[O:5])[CH2:3][F:31])=[N:7][C:8]=1[O:21][CH3:22].